This data is from Forward reaction prediction with 1.9M reactions from USPTO patents (1976-2016). The task is: Predict the product of the given reaction. Given the reactants C(=O)([O-])[O-].[K+].[K+].[CH2:7](I)[CH3:8].[NH:10]1[CH:14]=[C:13]([C:15]([O:17][CH2:18][CH3:19])=[O:16])[CH:12]=[N:11]1.O, predict the reaction product. The product is: [CH2:7]([N:10]1[CH:14]=[C:13]([C:15]([O:17][CH2:18][CH3:19])=[O:16])[CH:12]=[N:11]1)[CH3:8].